Dataset: Peptide-MHC class I binding affinity with 185,985 pairs from IEDB/IMGT. Task: Regression. Given a peptide amino acid sequence and an MHC pseudo amino acid sequence, predict their binding affinity value. This is MHC class I binding data. (1) The peptide sequence is AMMWRIAQL. The MHC is BoLA-HD6 with pseudo-sequence BoLA-HD6. The binding affinity (normalized) is 0.797. (2) The peptide sequence is VTYNIKPVI. The binding affinity (normalized) is 0. The MHC is HLA-A32:01 with pseudo-sequence HLA-A32:01. (3) The peptide sequence is RVLFSIFYK. The MHC is HLA-A33:01 with pseudo-sequence HLA-A33:01. The binding affinity (normalized) is 0.304. (4) The peptide sequence is MLHHYGIHY. The MHC is HLA-A02:19 with pseudo-sequence HLA-A02:19. The binding affinity (normalized) is 0.0847. (5) The peptide sequence is HIMPNSFRV. The MHC is HLA-A02:06 with pseudo-sequence HLA-A02:06. The binding affinity (normalized) is 1.00. (6) The peptide sequence is SPPAYVQQIP. The MHC is Mamu-A02 with pseudo-sequence Mamu-A02. The binding affinity (normalized) is 0. (7) The peptide sequence is RRSRRSLTV. The MHC is SLA-30401 with pseudo-sequence YDEMYKENAGSTFVNNLYLSYSDYTRAAMSYAWY. The binding affinity (normalized) is 0.738. (8) The peptide sequence is DTWHGFKNM. The MHC is HLA-B27:05 with pseudo-sequence HLA-B27:05. The binding affinity (normalized) is 0.0847. (9) The peptide sequence is EELPDEFVV. The MHC is HLA-B45:01 with pseudo-sequence YHTKYREISTNTYESNLYWRYNLYTWAVDAYLSY. The binding affinity (normalized) is 0.684.